This data is from Reaction yield outcomes from USPTO patents with 853,638 reactions. The task is: Predict the reaction yield, written as a fraction of the theoretical maximum amount of product (1.0 means a 100% yield; for example, 0.34 means a 34% yield). (1) The reactants are [Br:1][C:2]1[CH:3]=[CH:4][C:5]([C:8](O)=[O:9])=[N:6][CH:7]=1.B.CSC. The catalyst is C1COCC1. The product is [Br:1][C:2]1[CH:3]=[CH:4][C:5]([CH2:8][OH:9])=[N:6][CH:7]=1. The yield is 0.640. (2) The reactants are [O:1]=[C:2]1[C:11]2[C:6](=[CH:7][CH:8]=[CH:9][CH:10]=2)[C:5]([O:12][CH2:13][CH2:14][CH2:15][CH2:16][C:17]([OH:19])=[O:18])=[CH:4][C:3]1=[O:20].[CH3:21][N:22]([CH3:30])[C:23]1[CH:24]=[C:25](O)[CH:26]=[CH:27][CH:28]=1.C1CCC(N=C=NC2CCCCC2)CC1. The catalyst is CN(C1C=CN=CC=1)C.C1COCC1. The product is [O:1]=[C:2]1[C:11]2[C:6](=[CH:7][CH:8]=[CH:9][CH:10]=2)[C:5]([O:12][CH2:13][CH2:14][CH2:15][CH2:16][C:17]([O:19][C:27]2[CH:26]=[CH:25][CH:24]=[C:23]([N:22]([CH3:30])[CH3:21])[CH:28]=2)=[O:18])=[CH:4][C:3]1=[O:20]. The yield is 0.360. (3) The reactants are FC1C(N(C)S(C)(=O)=O)=NC([NH:18][C@H:19]([C:21]2[N:26]=[CH:25][C:24]([F:27])=[CH:23][N:22]=2)[CH3:20])=NC=1NC1C=C(OC(C)C)NN=1.[C:45]([O:44][C:42](O[C:42]([O:44][C:45]([CH3:48])([CH3:47])[CH3:46])=[O:43])=[O:43])([CH3:48])([CH3:47])[CH3:46].O.[OH-].[Li+].O. The catalyst is CN(C1C=CN=CC=1)C.C1COCC1.CCOCC. The product is [C:45]([O:44][C:42](=[O:43])[NH:18][C@H:19]([C:21]1[N:26]=[CH:25][C:24]([F:27])=[CH:23][N:22]=1)[CH3:20])([CH3:46])([CH3:47])[CH3:48]. The yield is 0.800. (4) The reactants are [Br:1][C:2]1[CH:3]=[C:4]2[C:9](=[CH:10][CH:11]=1)[N:8]=[CH:7][C:6]([C:12](=[O:15])[CH2:13][CH3:14])=[C:5]2Cl.[NH2:17][C:18]1[CH:19]=[CH:20][C:21]([N:24]2[CH2:29][CH2:28][CH2:27][CH:26]([NH:30][C:31](=[O:37])[O:32][C:33]([CH3:36])([CH3:35])[CH3:34])[CH2:25]2)=[N:22][CH:23]=1. No catalyst specified. The product is [Br:1][C:2]1[CH:3]=[C:4]2[C:9](=[CH:10][CH:11]=1)[N:8]=[CH:7][C:6]([C:12](=[O:15])[CH2:13][CH3:14])=[C:5]2[NH:17][C:18]1[CH:19]=[CH:20][C:21]([N:24]2[CH2:29][CH2:28][CH2:27][CH:26]([NH:30][C:31](=[O:37])[O:32][C:33]([CH3:35])([CH3:34])[CH3:36])[CH2:25]2)=[N:22][CH:23]=1. The yield is 0.210. (5) The reactants are [CH2:1]([N:8]([CH:12]1[CH2:17][CH2:16][N:15](C(OC(C)(C)C)=O)[CH2:14][CH2:13]1)[C:9](=[O:11])[CH3:10])[C:2]1[CH:7]=[CH:6][CH:5]=[CH:4][CH:3]=1.Cl.O1CCOCC1. The catalyst is O1CCOCC1. The product is [CH2:1]([N:8]([CH:12]1[CH2:17][CH2:16][NH:15][CH2:14][CH2:13]1)[C:9](=[O:11])[CH3:10])[C:2]1[CH:3]=[CH:4][CH:5]=[CH:6][CH:7]=1. The yield is 0.670.